The task is: Regression. Given two drug SMILES strings and cell line genomic features, predict the synergy score measuring deviation from expected non-interaction effect.. This data is from Merck oncology drug combination screen with 23,052 pairs across 39 cell lines. (1) Cell line: T47D. Synergy scores: synergy=-0.198. Drug 1: NC(=O)c1cccc2cn(-c3ccc(C4CCCNC4)cc3)nc12. Drug 2: CC1(c2nc3c(C(N)=O)cccc3[nH]2)CCCN1. (2) Drug 1: O=C(CCCCCCC(=O)Nc1ccccc1)NO. Drug 2: NC(=O)c1cccc2cn(-c3ccc(C4CCCNC4)cc3)nc12. Cell line: SW620. Synergy scores: synergy=-9.56. (3) Drug 1: CCC1=CC2CN(C1)Cc1c([nH]c3ccccc13)C(C(=O)OC)(c1cc3c(cc1OC)N(C)C1C(O)(C(=O)OC)C(OC(C)=O)C4(CC)C=CCN5CCC31C54)C2. Drug 2: O=C(NOCC(O)CO)c1ccc(F)c(F)c1Nc1ccc(I)cc1F. Cell line: SKMES1. Synergy scores: synergy=-23.3. (4) Drug 1: CN(Cc1cnc2nc(N)nc(N)c2n1)c1ccc(C(=O)NC(CCC(=O)O)C(=O)O)cc1. Drug 2: O=C(CCCCCCC(=O)Nc1ccccc1)NO. Cell line: NCIH2122. Synergy scores: synergy=-12.6. (5) Drug 1: O=c1[nH]cc(F)c(=O)[nH]1. Drug 2: O=C(O)C1(Cc2cccc(Nc3nccs3)n2)CCC(Oc2cccc(Cl)c2F)CC1. Cell line: A2058. Synergy scores: synergy=1.80. (6) Drug 1: CCC1=CC2CN(C1)Cc1c([nH]c3ccccc13)C(C(=O)OC)(c1cc3c(cc1OC)N(C)C1C(O)(C(=O)OC)C(OC(C)=O)C4(CC)C=CCN5CCC31C54)C2. Drug 2: CC1(c2nc3c(C(N)=O)cccc3[nH]2)CCCN1. Cell line: UWB1289BRCA1. Synergy scores: synergy=-17.4. (7) Drug 1: CN1C(=O)C=CC2(C)C3CCC4(C)C(NC(=O)OCC(F)(F)F)CCC4C3CCC12. Drug 2: C#Cc1cccc(Nc2ncnc3cc(OCCOC)c(OCCOC)cc23)c1. Cell line: RPMI7951. Synergy scores: synergy=59.7.